Dataset: Peptide-MHC class I binding affinity with 185,985 pairs from IEDB/IMGT. Task: Regression. Given a peptide amino acid sequence and an MHC pseudo amino acid sequence, predict their binding affinity value. This is MHC class I binding data. (1) The peptide sequence is FAYKTGSSM. The MHC is HLA-C06:02 with pseudo-sequence HLA-C06:02. The binding affinity (normalized) is 0.554. (2) The binding affinity (normalized) is 0.601. The peptide sequence is AIMDKNIML. The MHC is HLA-A02:01 with pseudo-sequence HLA-A02:01. (3) The peptide sequence is LYRYIQWLR. The MHC is HLA-B15:17 with pseudo-sequence HLA-B15:17. The binding affinity (normalized) is 0.0847. (4) The peptide sequence is IQNALEKAL. The MHC is HLA-A24:03 with pseudo-sequence HLA-A24:03. The binding affinity (normalized) is 0.0847. (5) The peptide sequence is SVRDRLARL. The MHC is HLA-B54:01 with pseudo-sequence HLA-B54:01. The binding affinity (normalized) is 0. (6) The MHC is HLA-A30:01 with pseudo-sequence HLA-A30:01. The binding affinity (normalized) is 0.0847. The peptide sequence is WYGMEIRPL.